Dataset: NCI-60 drug combinations with 297,098 pairs across 59 cell lines. Task: Regression. Given two drug SMILES strings and cell line genomic features, predict the synergy score measuring deviation from expected non-interaction effect. Drug 1: C1=CC(=CC=C1CCC2=CNC3=C2C(=O)NC(=N3)N)C(=O)NC(CCC(=O)O)C(=O)O. Drug 2: C1CN(P(=O)(OC1)NCCCl)CCCl. Cell line: RXF 393. Synergy scores: CSS=8.66, Synergy_ZIP=-5.72, Synergy_Bliss=-4.05, Synergy_Loewe=-14.4, Synergy_HSA=-4.20.